This data is from Catalyst prediction with 721,799 reactions and 888 catalyst types from USPTO. The task is: Predict which catalyst facilitates the given reaction. (1) Reactant: [C:1]([O:5][C:6]1[CH:11]=[CH:10][CH:9]=[CH:8][C:7]=1[CH2:12][OH:13])([CH3:4])([CH3:3])[CH3:2]. Product: [C:1]([O:5][C:6]1[CH:11]=[CH:10][CH:9]=[CH:8][C:7]=1[CH:12]=[O:13])([CH3:4])([CH3:2])[CH3:3]. The catalyst class is: 177. (2) Reactant: [Si:1]([O:8][CH2:9][CH2:10][O:11][C:12]1[CH:17]=[C:16]([O:18][CH3:19])[C:15]([N+:20]([O-])=O)=[CH:14][N:13]=1)([C:4]([CH3:7])([CH3:6])[CH3:5])([CH3:3])[CH3:2]. The catalyst class is: 78. Product: [C:4]([Si:1]([CH3:3])([CH3:2])[O:8][CH2:9][CH2:10][O:11][C:12]1[N:13]=[CH:14][C:15]([NH2:20])=[C:16]([O:18][CH3:19])[CH:17]=1)([CH3:7])([CH3:6])[CH3:5]. (3) Reactant: C([O:3][C:4](=O)[CH:5]([C:13]1[N:14]([CH3:29])[C:15]2[C:20]([C:21]=1[S:22][C:23]([CH3:26])([CH3:25])[CH3:24])=[CH:19][C:18]([O:27][CH3:28])=[CH:17][CH:16]=2)[CH2:6][C:7]1[CH:12]=[CH:11][CH:10]=[CH:9][CH:8]=1)C.[H-].C([Al+]CC(C)C)C(C)C. Product: [C:23]([S:22][C:21]1[C:20]2[C:15](=[CH:16][CH:17]=[C:18]([O:27][CH3:28])[CH:19]=2)[N:14]([CH3:29])[C:13]=1[CH:5]([CH2:6][C:7]1[CH:8]=[CH:9][CH:10]=[CH:11][CH:12]=1)[CH2:4][OH:3])([CH3:26])([CH3:24])[CH3:25]. The catalyst class is: 1.